This data is from Full USPTO retrosynthesis dataset with 1.9M reactions from patents (1976-2016). The task is: Predict the reactants needed to synthesize the given product. The reactants are: [Cl:1][C:2]1[N:9]=[C:8](Cl)[C:7]([F:11])=[CH:6][C:3]=1[C:4]#[N:5].[C@H:12]1([NH2:19])[CH2:17][CH2:16][C@H:15]([NH2:18])[CH2:14][CH2:13]1.O.ClCCl. Given the product [NH2:18][C@H:15]1[CH2:16][CH2:17][C@H:12]([NH:19][C:8]2[C:7]([F:11])=[CH:6][C:3]([C:4]#[N:5])=[C:2]([Cl:1])[N:9]=2)[CH2:13][CH2:14]1, predict the reactants needed to synthesize it.